This data is from Catalyst prediction with 721,799 reactions and 888 catalyst types from USPTO. The task is: Predict which catalyst facilitates the given reaction. (1) Reactant: Br[C:2]1[CH:3]=[C:4]([CH:8]=[C:9]([F:11])[CH:10]=1)[C:5]([OH:7])=[O:6].[CH:12]1(B(O)O)[CH2:14][CH2:13]1.[O-]P([O-])([O-])=O.[K+].[K+].[K+]. Product: [CH:12]1([C:2]2[CH:3]=[C:4]([CH:8]=[C:9]([F:11])[CH:10]=2)[C:5]([OH:7])=[O:6])[CH2:14][CH2:13]1. The catalyst class is: 398. (2) Reactant: [CH:1](NC(C)C)(C)C.C([Li])CCC.[CH3:13][O:14][C:15]([CH:17]1[CH2:22][CH2:21][CH:20]([C:23]([OH:25])=[O:24])[CH2:19][CH2:18]1)=[O:16].IC. Product: [CH3:13][O:14][C:15]([C:17]1([CH3:1])[CH2:22][CH2:21][CH:20]([C:23]([OH:25])=[O:24])[CH2:19][CH2:18]1)=[O:16]. The catalyst class is: 1. (3) Reactant: [CH3:1][C:2]1[CH:3]=[C:4]2[O:29][CH2:28][O:27][C:5]2=[CH:6][C:7]=1[CH2:8][C:9]([C:11]1[S:15][CH:14]=[CH:13][C:12]=1[S:16]([N-:19][C:20]1[O:24][N:23]=[C:22]([CH3:25])[C:21]=1[Cl:26])(=[O:18])=[O:17])=[O:10].[Na+].Cl.CO. Product: [CH3:1][C:2]1[C:7]([CH2:8][C:9]([C:11]2[S:15][CH:14]=[CH:13][C:12]=2[S:16]([NH:19][C:20]2[O:24][N:23]=[C:22]([CH3:25])[C:21]=2[Cl:26])(=[O:18])=[O:17])=[O:10])=[CH:6][C:5]2[O:27][CH2:28][O:29][C:4]=2[CH:3]=1. The catalyst class is: 2. (4) Reactant: Cl[S:2]([CH2:5][C@H:6]([CH3:17])[C:7]([O:9][CH2:10][C:11]1[CH:16]=[CH:15][CH:14]=[CH:13][CH:12]=1)=[O:8])(=[O:4])=[O:3].[CH3:18][NH:19][CH3:20]. Product: [CH3:18][N:19]([CH3:20])[S:2]([CH2:5][C@H:6]([CH3:17])[C:7]([O:9][CH2:10][C:11]1[CH:16]=[CH:15][CH:14]=[CH:13][CH:12]=1)=[O:8])(=[O:4])=[O:3]. The catalyst class is: 2. (5) The catalyst class is: 12. Reactant: [Cl:1][CH2:2][C:3]#[N:4].[F:5][C:6]([F:15])([F:14])[C:7]1[CH:8]=[C:9]([NH2:13])[CH:10]=[CH:11][CH:12]=1.Cl. Product: [Cl:1][CH2:2][C:3]([NH:13][C:9]1[CH:10]=[CH:11][CH:12]=[C:7]([C:6]([F:5])([F:14])[F:15])[CH:8]=1)=[NH:4]. (6) Reactant: [Cl:1][C:2]1[N:7]=[CH:6][N:5]=[C:4]([O:8][C:9]2[CH:14]=[CH:13][C:12]([NH2:15])=[CH:11][CH:10]=2)[CH:3]=1.[C:16]1([N:22]=[C:23]=[O:24])[CH:21]=[CH:20][CH:19]=[CH:18][CH:17]=1.O. Product: [Cl:1][C:2]1[N:7]=[CH:6][N:5]=[C:4]([O:8][C:9]2[CH:14]=[CH:13][C:12]([NH:15][C:23]([NH:22][C:16]3[CH:21]=[CH:20][CH:19]=[CH:18][CH:17]=3)=[O:24])=[CH:11][CH:10]=2)[CH:3]=1. The catalyst class is: 9. (7) Product: [CH3:1][O:2][C:3](=[O:16])[C:4]([C:6]1[CH:7]=[CH:8][C:9]([NH2:12])=[CH:10][CH:11]=1)([CH3:15])[CH3:5]. Reactant: [CH3:1][O:2][C:3](=[O:16])[C:4]([CH3:15])([C:6]1[CH:11]=[CH:10][C:9]([N+:12]([O-])=O)=[CH:8][CH:7]=1)[CH3:5]. The catalyst class is: 324. (8) Reactant: Br[C:2]1[CH:7]=[C:6]([C:8]([CH3:11])([CH3:10])[CH3:9])[CH:5]=[C:4]([C:12]([CH3:15])([CH3:14])[CH3:13])[CH:3]=1.C([Li])CCC.CN([CH:24]=[O:25])C.[NH4+].[Cl-]. Product: [C:12]([C:4]1[CH:3]=[C:2]([CH:7]=[C:6]([C:8]([CH3:11])([CH3:10])[CH3:9])[CH:5]=1)[CH:24]=[O:25])([CH3:15])([CH3:14])[CH3:13]. The catalyst class is: 1.